From a dataset of Full USPTO retrosynthesis dataset with 1.9M reactions from patents (1976-2016). Predict the reactants needed to synthesize the given product. (1) Given the product [OH:8][C:9]1[C:10]([O:30][CH3:31])=[CH:11][C:12]2[CH2:21][CH:20]([CH3:22])[N:19]3[C:14](=[CH:15][C:16](=[O:28])[C:17]([C:23]([O:25][CH2:26][CH3:27])=[O:24])=[CH:18]3)[C:13]=2[CH:29]=1, predict the reactants needed to synthesize it. The reactants are: C([O:8][C:9]1[C:10]([O:30][CH3:31])=[CH:11][C:12]2[CH2:21][CH:20]([CH3:22])[N:19]3[CH:14]([CH2:15][C:16](=[O:28])[C:17]([C:23]([O:25][CH2:26][CH3:27])=[O:24])=[CH:18]3)[C:13]=2[CH:29]=1)C1C=CC=CC=1. (2) Given the product [CH3:3][C:4]1([CH2:15][N:16]2[CH2:17][CH2:18][N:19]([C:41](=[O:42])[CH2:40][C:37]3[CH:38]=[CH:39][C:34]([CH3:44])=[CH:35][CH:36]=3)[CH2:20][CH2:21]2)[O:8][C:7]2=[N:9][C:10]([N+:12]([O-:14])=[O:13])=[CH:11][N:6]2[CH2:5]1, predict the reactants needed to synthesize it. The reactants are: Cl.Cl.[CH3:3][C:4]1([CH2:15][N:16]2[CH2:21][CH2:20][NH:19][CH2:18][CH2:17]2)[O:8][C:7]2=[N:9][C:10]([N+:12]([O-:14])=[O:13])=[CH:11][N:6]2[CH2:5]1.CN(C=O)C.C(N(CC)CC)C.[C:34]1([CH3:44])[CH:39]=[CH:38][C:37]([CH2:40][C:41](O)=[O:42])=[CH:36][CH:35]=1.